From a dataset of Peptide-MHC class I binding affinity with 185,985 pairs from IEDB/IMGT. Regression. Given a peptide amino acid sequence and an MHC pseudo amino acid sequence, predict their binding affinity value. This is MHC class I binding data. (1) The peptide sequence is IFLLALLSCL. The MHC is Patr-A0901 with pseudo-sequence Patr-A0901. The binding affinity (normalized) is 0.176. (2) The peptide sequence is KTVLELTEV. The MHC is HLA-A02:01 with pseudo-sequence HLA-A02:01. The binding affinity (normalized) is 0.569. (3) The peptide sequence is WLKERLPGF. The MHC is HLA-A11:01 with pseudo-sequence HLA-A11:01. The binding affinity (normalized) is 0.0847. (4) The peptide sequence is ELRQLAQSL. The MHC is HLA-B46:01 with pseudo-sequence HLA-B46:01. The binding affinity (normalized) is 0.0847.